This data is from Full USPTO retrosynthesis dataset with 1.9M reactions from patents (1976-2016). The task is: Predict the reactants needed to synthesize the given product. The reactants are: COC1C=C(NC2N=CC3CC(=O)NC4C=C(I)C=CC=4C=3N=2)C=CC=1OC.CNCC#C.[CH3:34][O:35][C:36]1[CH:37]=[C:38]([NH:44][C:45]2[N:46]=[CH:47][C:48]3[CH2:54][C:53](=[O:55])[NH:52][C:51]4[CH:56]=[C:57]([C:60]#[C:61][CH2:62][NH:63][CH3:64])[CH:58]=[CH:59][C:50]=4[C:49]=3[N:65]=2)[CH:39]=[CH:40][C:41]=1[O:42][CH3:43].Cl. Given the product [CH3:34][O:35][C:36]1[CH:37]=[C:38]([NH:44][C:45]2[N:46]=[CH:47][C:48]3[CH2:54][C:53](=[O:55])[NH:52][C:51]4[CH:56]=[C:57]([CH2:60][CH2:61][CH2:62][NH:63][CH3:64])[CH:58]=[CH:59][C:50]=4[C:49]=3[N:65]=2)[CH:39]=[CH:40][C:41]=1[O:42][CH3:43], predict the reactants needed to synthesize it.